This data is from Reaction yield outcomes from USPTO patents with 853,638 reactions. The task is: Predict the reaction yield, written as a fraction of the theoretical maximum amount of product (1.0 means a 100% yield; for example, 0.34 means a 34% yield). (1) The reactants are CCOC(C)=O.Cl.[Cl:8][C:9]1[CH:14]=[CH:13][CH:12]=[CH:11][C:10]=1[N:15]1[C:19]([C:20]2[N:21]=[C:22]3[C:28]4[CH:29]=[CH:30][C:31]([C:33]5[CH:38]=[CH:37][C:36]([Cl:39])=[CH:35][CH:34]=5)=[CH:32][C:27]=4[O:26][CH2:25][CH2:24][N:23]3[CH:40]=2)=[N:18][C:17]([NH:41]C(=O)O)=[N:16]1. The catalyst is CCOC(C)=O. The product is [Cl:8][C:9]1[CH:14]=[CH:13][CH:12]=[CH:11][C:10]=1[N:15]1[C:19]([C:20]2[N:21]=[C:22]3[C:28]4[CH:29]=[CH:30][C:31]([C:33]5[CH:38]=[CH:37][C:36]([Cl:39])=[CH:35][CH:34]=5)=[CH:32][C:27]=4[O:26][CH2:25][CH2:24][N:23]3[CH:40]=2)=[N:18][C:17]([NH2:41])=[N:16]1. The yield is 0.340. (2) The reactants are Cl.[CH:2]1([C:5]2[C:6]([N:25]([C:30]3[CH:35]=[C:34]([CH2:36]OCOC)[C:33]([B:41]4[O:45]C(C)(C)C(C)(C)[O:42]4)=[C:32]([F:50])[CH:31]=3)[S:26]([CH3:29])(=[O:28])=[O:27])=[CH:7][C:8]3[O:12][C:11]([C:13]4[CH:18]=[CH:17][C:16]([F:19])=[CH:15][CH:14]=4)=[C:10]([C:20]([NH:22][CH3:23])=[O:21])[C:9]=3[CH:24]=2)[CH2:4][CH2:3]1. The catalyst is C1COCC1.CO.C(Cl)Cl. The product is [CH:2]1([C:5]2[C:6]([N:25]([C:30]3[CH:31]=[C:32]([F:50])[C:33]4[B:41]([OH:42])[O:45][CH2:36][C:34]=4[CH:35]=3)[S:26]([CH3:29])(=[O:27])=[O:28])=[CH:7][C:8]3[O:12][C:11]([C:13]4[CH:18]=[CH:17][C:16]([F:19])=[CH:15][CH:14]=4)=[C:10]([C:20]([NH:22][CH3:23])=[O:21])[C:9]=3[CH:24]=2)[CH2:4][CH2:3]1. The yield is 0.0624.